This data is from Forward reaction prediction with 1.9M reactions from USPTO patents (1976-2016). The task is: Predict the product of the given reaction. (1) Given the reactants [C:1]([O:5][C:6](=[O:35])[NH:7][CH2:8][C@H:9]1[CH2:13][CH2:12][C@H:11]([O:14][NH:15][C:16]([C@@H:18]2[CH2:24][CH2:23][C@@H:22]3[CH2:25][N:19]2[C:20](=[O:34])[N:21]3[O:26]CC2C=CC=CC=2)=[O:17])[CH2:10]1)([CH3:4])([CH3:3])[CH3:2], predict the reaction product. The product is: [C:1]([O:5][C:6](=[O:35])[NH:7][CH2:8][C@H:9]1[CH2:13][CH2:12][C@H:11]([O:14][NH:15][C:16]([C@@H:18]2[CH2:24][CH2:23][C@@H:22]3[CH2:25][N:19]2[C:20](=[O:34])[N:21]3[OH:26])=[O:17])[CH2:10]1)([CH3:4])([CH3:2])[CH3:3]. (2) Given the reactants [O:1]=[O+][O-].[C:4]([O:8][C:9]([N:11]1[CH2:15][C@H:14]([F:16])[C@@H:13]([O:17][CH2:18][CH:19]=C)[C@H:12]1[C:21](=[O:32])[NH:22][CH2:23][C:24]1[CH:29]=[CH:28][CH:27]=[C:26]([Cl:30])[C:25]=1[F:31])=[O:10])([CH3:7])([CH3:6])[CH3:5].C1(P(C2C=CC=CC=2)C2C=CC=CC=2)C=CC=CC=1, predict the reaction product. The product is: [C:4]([O:8][C:9]([N:11]1[CH2:15][C@H:14]([F:16])[C@@H:13]([O:17][CH2:18][CH:19]=[O:1])[C@H:12]1[C:21](=[O:32])[NH:22][CH2:23][C:24]1[CH:29]=[CH:28][CH:27]=[C:26]([Cl:30])[C:25]=1[F:31])=[O:10])([CH3:7])([CH3:5])[CH3:6]. (3) Given the reactants [C:1]([C:4]1[CH:20]=[CH:19][C:7]([O:8][C@@H:9]2[CH2:14][CH2:13][C@H:12]([C:15]([O:17][CH3:18])=[O:16])[CH2:11][CH2:10]2)=[CH:6][CH:5]=1)(=[O:3])[NH2:2].[H-].[Na+].[CH2:23]([C:30]1[N:34]=[C:33](C(Cl)(Cl)Cl)[O:32][N:31]=1)[C:24]1[CH:29]=[CH:28][CH:27]=[CH:26][CH:25]=1, predict the reaction product. The product is: [CH2:23]([C:30]1[N:34]=[C:33]([NH:2][C:1]([C:4]2[CH:20]=[CH:19][C:7]([O:8][C@@H:9]3[CH2:10][CH2:11][C@H:12]([C:15]([O:17][CH3:18])=[O:16])[CH2:13][CH2:14]3)=[CH:6][CH:5]=2)=[O:3])[O:32][N:31]=1)[C:24]1[CH:25]=[CH:26][CH:27]=[CH:28][CH:29]=1. (4) Given the reactants C([N:8]1[C:16]2[C:15]3=[N:17][C@H:18]([CH2:20][C:21]4[CH:26]=[CH:25][CH:24]=[CH:23][CH:22]=4)[CH2:19][N:14]3[C:13](=[O:27])[N:12]([CH2:28][CH2:29][CH3:30])[C:11]=2[N:10]=[C:9]1[CH2:31]Cl)C1C=CC=CC=1.[CH3:33][NH:34][CH3:35], predict the reaction product. The product is: [CH2:20]([C@@H:18]1[CH2:19][N:14]2[C:15]([C:16]3[NH:8][C:9]([CH2:31][N:34]([CH3:35])[CH3:33])=[N:10][C:11]=3[N:12]([CH2:28][CH2:29][CH3:30])[C:13]2=[O:27])=[N:17]1)[C:21]1[CH:22]=[CH:23][CH:24]=[CH:25][CH:26]=1.